Predict which catalyst facilitates the given reaction. From a dataset of Catalyst prediction with 721,799 reactions and 888 catalyst types from USPTO. (1) Reactant: [Br:1][C:2]1[CH:7]=[CH:6][C:5]([S:8](Cl)(=[O:10])=[O:9])=[CH:4][CH:3]=1.[NH2:12][C:13]1[C:14]([CH3:19])=[N:15][N:16]([CH3:18])[CH:17]=1. Product: [Br:1][C:2]1[CH:7]=[CH:6][C:5]([S:8]([NH:12][C:13]2[C:14]([CH3:19])=[N:15][N:16]([CH3:18])[CH:17]=2)(=[O:10])=[O:9])=[CH:4][CH:3]=1. The catalyst class is: 17. (2) Reactant: NCC(O)=O.[CH3:6][C:7]([N:10]1[C:15]([OH:16])=[C:14]([C:17]([NH:19][CH2:20][C:21]([O:23]CC)=[O:22])=[O:18])[C:13](=[O:26])[N:12]([CH2:27][C:28]2[CH:33]=[CH:32][C:31]([C:34]([CH3:37])([CH3:36])[CH3:35])=[CH:30][CH:29]=2)[C:11]1=[O:38])([CH3:9])[CH3:8].[OH-].[Na+]. Product: [CH3:9][C:7]([N:10]1[C:15]([OH:16])=[C:14]([C:17]([NH:19][CH2:20][C:21]([OH:23])=[O:22])=[O:18])[C:13](=[O:26])[N:12]([CH2:27][C:28]2[CH:29]=[CH:30][C:31]([C:34]([CH3:37])([CH3:36])[CH3:35])=[CH:32][CH:33]=2)[C:11]1=[O:38])([CH3:6])[CH3:8]. The catalyst class is: 8.